The task is: Predict the reaction yield, written as a fraction of the theoretical maximum amount of product (1.0 means a 100% yield; for example, 0.34 means a 34% yield).. This data is from Reaction yield outcomes from USPTO patents with 853,638 reactions. (1) The reactants are [ClH:1].[CH2:2]([C:5]1[N:6]=[C:7]([NH2:10])[NH:8][CH:9]=1)[C:3]#[CH:4].[N:11]([CH2:14][C:15]1[NH:19][C:18]2[CH:20]=[C:21]([CH3:25])[C:22]([CH3:24])=[CH:23][C:17]=2[N:16]=1)=[N+:12]=[N-:13]. No catalyst specified. The product is [ClH:1].[ClH:1].[CH3:24][C:22]1[C:21]([CH3:25])=[CH:20][C:18]2[NH:19][C:15]([CH2:14][N:11]3[CH:4]=[C:3]([CH2:2][C:5]4[N:6]=[C:7]([NH2:10])[NH:8][CH:9]=4)[N:13]=[N:12]3)=[N:16][C:17]=2[CH:23]=1. The yield is 0.250. (2) The reactants are [CH3:1][O:2][C:3]([C@@H:5]([N:13]1[CH2:21][C:17]2[CH:18]=[CH:19][S:20][C:16]=2[CH2:15][CH2:14]1)[C:6]1[CH:7]=[CH:8][CH:9]=[CH:10][C:11]=1[Cl:12])=[O:4].[S:22](=[O:26])(=[O:25])([OH:24])[OH:23]. The catalyst is CC(CC)=O. The product is [CH3:1][O:2][C:3]([C@@H:5]([N:13]1[CH2:21][C:17]2[CH:18]=[CH:19][S:20][C:16]=2[CH2:15][CH2:14]1)[C:6]1[C:11]([Cl:12])=[CH:10][CH:9]=[CH:8][CH:7]=1)=[O:4].[OH:25][S:22]([OH:26])(=[O:24])=[O:23]. The yield is 0.820. (3) The reactants are Cl[CH2:2][C:3]1[CH:8]=[CH:7][CH:6]=[CH:5][C:4]=1[CH2:9][C:10]([OH:12])=[O:11].[NH:13]1[CH2:18][CH2:17][O:16][CH2:15][CH2:14]1. The catalyst is C1COCC1.C(OCC)(=O)C. The product is [O:16]1[CH2:17][CH2:18][N:13]([CH2:2][C:3]2[CH:8]=[CH:7][CH:6]=[CH:5][C:4]=2[CH2:9][C:10]([OH:12])=[O:11])[CH2:14][CH2:15]1. The yield is 0.870. (4) The reactants are [Br:1][C:2]1[CH:3]=[C:4]2[C:9](=[CH:10][CH:11]=1)[N:8]=[C:7]([C:12]([OH:14])=[O:13])[CH:6]=[CH:5]2.[CH3:15]S(O)(=O)=O.C(=O)(O)[O-].[Na+]. The catalyst is CO.O. The product is [Br:1][C:2]1[CH:3]=[C:4]2[C:9](=[CH:10][CH:11]=1)[N:8]=[C:7]([C:12]([O:14][CH3:15])=[O:13])[CH:6]=[CH:5]2. The yield is 0.850. (5) The reactants are [NH:1]1[CH2:5][CH2:4][CH2:3][CH2:2]1.Cl[CH2:7][C:8]#[C:9][CH2:10][OH:11]. The catalyst is C1(C)C=CC=CC=1. The product is [N:1]1([CH2:7][C:8]#[C:9][CH2:10][OH:11])[CH2:5][CH2:4][CH2:3][CH2:2]1. The yield is 0.690. (6) The reactants are Br[C:2]1[CH:7]=[C:6]([CH2:8][O:9][CH2:10][CH3:11])[CH:5]=[C:4]([Br:12])[CH:3]=1.[Li]CCCC.CN([CH:21]=[O:22])C.[NH4+].[Cl-]. The catalyst is CCOCC. The product is [Br:12][C:4]1[CH:3]=[C:2]([CH:7]=[C:6]([CH2:8][O:9][CH2:10][CH3:11])[CH:5]=1)[CH:21]=[O:22]. The yield is 0.830. (7) The reactants are Br[C:2]1[CH:8]=[CH:7][C:5]([NH2:6])=[CH:4][C:3]=1[C:9]([F:12])([F:11])[F:10].[CH3:13][N:14]1[C:18]([C:19]#[N:20])=[CH:17][CH:16]=[C:15]1B(O)O.[F-].[K+]. The catalyst is C1C=CC(/C=C/C(/C=C/C2C=CC=CC=2)=O)=CC=1.C1C=CC(/C=C/C(/C=C/C2C=CC=CC=2)=O)=CC=1.C1C=CC(/C=C/C(/C=C/C2C=CC=CC=2)=O)=CC=1.[Pd].[Pd]. The product is [NH2:6][C:5]1[CH:7]=[CH:8][C:2]([C:15]2[N:14]([CH3:13])[C:18]([C:19]#[N:20])=[CH:17][CH:16]=2)=[C:3]([C:9]([F:12])([F:11])[F:10])[CH:4]=1. The yield is 0.920.